Dataset: Experimentally validated miRNA-target interactions with 360,000+ pairs, plus equal number of negative samples. Task: Binary Classification. Given a miRNA mature sequence and a target amino acid sequence, predict their likelihood of interaction. (1) The miRNA is mmu-miR-155-3p with sequence CUCCUACCUGUUAGCAUUAAC. The protein sequence of the target gene is MDKHGVKTPLWKKETEELRAEDAEQEEGKEGSEDEDEDNQRPLEDSATEGEEPPRVAEEGEGRERRSVSYCPLRQESSTQQVALLRRADSGFWGWLGPLALLGGLTAPTDRKRSLPEEPCVLEIRRRPPRRGGCACCELLFCKKCRSLHSHPAYVAHCVLDHPDLGKAGAAGNS. Result: 0 (no interaction). (2) Result: 0 (no interaction). The miRNA is hsa-miR-17-5p with sequence CAAAGUGCUUACAGUGCAGGUAG. The protein sequence of the target gene is MSRRKQAKPQHINSEEDQGEQQPQQQTPEFADAAPAAPAAGELGAPVNHPGNDEVASEDEATVKRLRREETHVCEKCCAEFFSISEFLEHKKNCTKNPPVLIMNDSEGPVPSEDFSGAVLSHQPTSPGSKDCHRENGGSSEDMKEKPDAESVVYLKTETALPPTPQDISYLAKGKVANTNVTLQALRGTKVAVNQRSADALPAPVPGANSIPWVLEQILCLQQQQLQQIQLTEQIRIQVNMWASHALHSSGAGADTLKTLGSHMSQQVSAAVALLSQKAGSQGLSLDALKQAKLPHANIP....